This data is from Full USPTO retrosynthesis dataset with 1.9M reactions from patents (1976-2016). The task is: Predict the reactants needed to synthesize the given product. (1) Given the product [F:49][CH:2]([F:1])[O:3][C:4]1[CH:47]=[CH:46][C:7]([CH2:8][NH:9][C:10]([C@H:12]2[CH2:17][N:16]([C:18]3[S:19][C:20]4[CH:25]=[N:24][C:23]([C:27]([F:29])([F:30])[F:28])=[N:22][C:21]=4[N:31]=3)[CH2:15][CH2:14][N:13]2[S:32]([C:35]2[CH:36]=[CH:37][C:38]([O:41][C:42]([F:45])([F:44])[F:43])=[CH:39][CH:40]=2)(=[O:33])=[O:34])=[O:11])=[CH:6][C:5]=1[F:48], predict the reactants needed to synthesize it. The reactants are: [F:1][CH:2]([F:49])[O:3][C:4]1[CH:47]=[CH:46][C:7]([CH2:8][NH:9][C:10]([C@H:12]2[CH2:17][N:16]([C:18]3[S:19][C:20]4[C:25](Cl)=[N:24][C:23]([C:27]([F:30])([F:29])[F:28])=[N:22][C:21]=4[N:31]=3)[CH2:15][CH2:14][N:13]2[S:32]([C:35]2[CH:40]=[CH:39][C:38]([O:41][C:42]([F:45])([F:44])[F:43])=[CH:37][CH:36]=2)(=[O:34])=[O:33])=[O:11])=[CH:6][C:5]=1[F:48].C([O-])=O.[NH4+]. (2) Given the product [F:1][C:2]1[CH:16]=[CH:15][C:5]([O:6][C:7]2[CH:12]=[CH:11][C:10]([N:13]([CH3:14])[C:49]([N:51]3[CH2:56][CH:55]4[CH2:57][CH:52]3[CH2:53][N:54]4[CH:58]([C:60]3[CH:65]=[CH:64][CH:63]=[CH:62][C:61]=3[Cl:66])[CH3:59])=[O:50])=[CH:9][CH:8]=2)=[CH:4][CH:3]=1, predict the reactants needed to synthesize it. The reactants are: [F:1][C:2]1[CH:16]=[CH:15][C:5]([O:6][C:7]2[CH:12]=[CH:11][C:10]([NH:13][CH3:14])=[CH:9][CH:8]=2)=[CH:4][CH:3]=1.C(Cl)(Cl)=O.C1(C)C=CC=CC=1.ClC1C=CC=CC=1C(N1CC2CC1CN2)C.C(O[C:49]([N:51]1[CH2:56][CH:55]2[CH2:57][CH:52]1[CH2:53][N:54]2[CH:58]([C:60]1[CH:65]=[CH:64][CH:63]=[CH:62][C:61]=1[Cl:66])[CH3:59])=[O:50])(C)(C)C.C(N(CC)CC)C.